Dataset: TCR-epitope binding with 47,182 pairs between 192 epitopes and 23,139 TCRs. Task: Binary Classification. Given a T-cell receptor sequence (or CDR3 region) and an epitope sequence, predict whether binding occurs between them. The epitope is YFPLQSYGF. The TCR CDR3 sequence is CASSPSGQMYF. Result: 1 (the TCR binds to the epitope).